The task is: Binary classification across 12 toxicity assays.. This data is from Tox21: 12 toxicity assays (nuclear receptors and stress response pathways). (1) The molecule is O=[Cr](=O)([O-])O[Cr](=O)(=O)[O-]. It tested positive (active) for: SR-ARE (Antioxidant Response Element (oxidative stress)), and SR-p53 (p53 tumor suppressor activation). (2) The molecule is ClC1=C(Cl)C(Cl)(Cl)C(Cl)=C1Cl. It tested positive (active) for: NR-Aromatase (Aromatase enzyme inhibition), and SR-HSE (Heat Shock Element response). (3) The molecule is CC(=O)O[C@@]12CO[C@@H]1C[C@H](O)[C@@]1(C)C(=O)[C@H](O)C3=C(C)[C@@H](OC(=O)[C@H](O)[C@@H](NC(=O)OC(C)(C)C)c4ccccc4)C[C@@](O)([C@@H](OC(=O)c4ccccc4)[C@@H]12)C3(C)C. It tested positive (active) for: SR-MMP (Mitochondrial Membrane Potential disruption), and SR-p53 (p53 tumor suppressor activation).